From a dataset of Merck oncology drug combination screen with 23,052 pairs across 39 cell lines. Regression. Given two drug SMILES strings and cell line genomic features, predict the synergy score measuring deviation from expected non-interaction effect. Drug 1: O=S1(=O)NC2(CN1CC(F)(F)F)C1CCC2Cc2cc(C=CCN3CCC(C(F)(F)F)CC3)ccc2C1. Drug 2: C#Cc1cccc(Nc2ncnc3cc(OCCOC)c(OCCOC)cc23)c1. Cell line: HCT116. Synergy scores: synergy=2.96.